Dataset: Reaction yield outcomes from USPTO patents with 853,638 reactions. Task: Predict the reaction yield, written as a fraction of the theoretical maximum amount of product (1.0 means a 100% yield; for example, 0.34 means a 34% yield). (1) The reactants are C1C2C(COC(=O)[NH:17][CH2:18][C@H:19]3[C:24](=[O:25])[NH:23][C@@H:22]([CH2:26][C:27]4[CH:36]=[CH:35][C:34]5[C:29](=[CH:30][CH:31]=[CH:32][CH:33]=5)[CH:28]=4)[C:21](=[O:37])[N:20]3[CH2:38][C:39]3[CH:44]=[CH:43][C:42]([C:45]4[CH:50]=[CH:49][CH:48]=[CH:47][CH:46]=4)=[CH:41][CH:40]=3)C3C(=CC=CC=3)C=2C=CC=1.NCCN(CCN)CCN. The catalyst is ClCCl.[Cl-].[Na+].O. The product is [NH2:17][CH2:18][C@@H:19]1[N:20]([CH2:38][C:39]2[CH:40]=[CH:41][C:42]([C:45]3[CH:46]=[CH:47][CH:48]=[CH:49][CH:50]=3)=[CH:43][CH:44]=2)[C:21](=[O:37])[C@H:22]([CH2:26][C:27]2[CH:36]=[CH:35][C:34]3[C:29](=[CH:30][CH:31]=[CH:32][CH:33]=3)[CH:28]=2)[NH:23][C:24]1=[O:25]. The yield is 0.740. (2) The reactants are [CH2:1]([O:3][C:4]1[NH:9][C:8](=[O:10])[CH:7]=[C:6]([CH3:11])[N:5]=1)[CH3:2].Br[CH2:13][C:14]1[CH:19]=[CH:18][C:17]([C:20]2[C:21]([C:26]#[N:27])=[CH:22][CH:23]=[CH:24][CH:25]=2)=[CH:16][CH:15]=1.C(=O)([O-])[O-].[K+].[K+]. The catalyst is C(#N)C. The product is [CH2:1]([O:3][C:4]1[N:9]([CH2:13][C:14]2[CH:15]=[CH:16][C:17]([C:20]3[C:21]([C:26]#[N:27])=[CH:22][CH:23]=[CH:24][CH:25]=3)=[CH:18][CH:19]=2)[C:8](=[O:10])[CH:7]=[C:6]([CH3:11])[N:5]=1)[CH3:2]. The yield is 0.560.